From a dataset of Full USPTO retrosynthesis dataset with 1.9M reactions from patents (1976-2016). Predict the reactants needed to synthesize the given product. (1) Given the product [Cl:1][C:2]1[CH:3]=[C:4]([C:12]2([C:37]([F:40])([F:38])[F:39])[O:16][N:15]=[C:14]([C:17]3[CH:22]=[CH:21][C:20]([C:23]([N:25]4[CH2:26][C:27](=[O:32])[N:28]([CH2:42][CH2:43][CH3:44])[C:29](=[O:31])[CH2:30]4)=[O:24])=[C:19]([C:33]([F:36])([F:35])[F:34])[CH:18]=3)[CH2:13]2)[CH:5]=[C:6]([C:8]([F:11])([F:10])[F:9])[CH:7]=1, predict the reactants needed to synthesize it. The reactants are: [Cl:1][C:2]1[CH:3]=[C:4]([C:12]2([C:37]([F:40])([F:39])[F:38])[O:16][N:15]=[C:14]([C:17]3[CH:22]=[CH:21][C:20]([C:23]([N:25]4[CH2:30][C:29](=[O:31])[NH:28][C:27](=[O:32])[CH2:26]4)=[O:24])=[C:19]([C:33]([F:36])([F:35])[F:34])[CH:18]=3)[CH2:13]2)[CH:5]=[C:6]([C:8]([F:11])([F:10])[F:9])[CH:7]=1.I[CH2:42][CH2:43][CH3:44].C(=O)([O-])[O-].[K+].[K+].CC#N. (2) Given the product [CH2:1]([C:7]1[S:8][C:9]([Sn:18]([CH3:20])([CH3:19])[CH3:17])=[CH:10][CH:11]=1)[CH2:2][CH2:3][CH2:4][CH2:5][CH3:6], predict the reactants needed to synthesize it. The reactants are: [CH2:1]([C:7]1[S:8][CH:9]=[CH:10][CH:11]=1)[CH2:2][CH2:3][CH2:4][CH2:5][CH3:6].[Li]CCCC.[CH3:17][Sn:18](Cl)([CH3:20])[CH3:19]. (3) Given the product [OH:1][C@H:2]1[CH2:7][CH2:6][C@@H:5]([NH:8][C:9]2[C:14]([C:15]#[N:16])=[CH:13][N:12]=[C:11]([NH:35][CH2:34][CH2:33][C:26]3[C:27]4[C:32](=[CH:31][CH:30]=[CH:29][CH:28]=4)[N:24]([CH3:23])[CH:25]=3)[N:10]=2)[CH2:4][C:3]1([CH3:22])[CH3:21], predict the reactants needed to synthesize it. The reactants are: [OH:1][C@H:2]1[CH2:7][CH2:6][C@@H:5]([NH:8][C:9]2[C:14]([C:15]#[N:16])=[CH:13][N:12]=[C:11](S(C)(=O)=O)[N:10]=2)[CH2:4][C:3]1([CH3:22])[CH3:21].[CH3:23][N:24]1[C:32]2[C:27](=[CH:28][CH:29]=[CH:30][CH:31]=2)[C:26]([CH2:33][CH2:34][NH2:35])=[CH:25]1.CCN(C(C)C)C(C)C.